Predict which catalyst facilitates the given reaction. From a dataset of Catalyst prediction with 721,799 reactions and 888 catalyst types from USPTO. (1) Reactant: [Br:1][C:2]1[CH:6]=[C:5](Br)[S:4][C:3]=1[CH3:8].[F:9][C:10]([F:21])([F:20])[C:11]1[CH:12]=[C:13](B(O)O)[CH:14]=[CH:15][CH:16]=1.C(=O)([O-])[O-].[Cs+].[Cs+].O1CCCC1. Product: [Br:1][C:2]1[CH:6]=[C:5]([C:15]2[CH:14]=[CH:13][CH:12]=[C:11]([C:10]([F:21])([F:20])[F:9])[CH:16]=2)[S:4][C:3]=1[CH3:8]. The catalyst class is: 103. (2) Reactant: [Cl:1][C:2]1[CH:7]=[C:6]([Cl:8])[CH:5]=[CH:4][C:3]=1[C:9]1([C:12]#[N:13])[CH2:11][CH2:10]1.C(=O)([O-])[O-:15].[K+].[K+].OO.O. Product: [Cl:1][C:2]1[CH:7]=[C:6]([Cl:8])[CH:5]=[CH:4][C:3]=1[C:9]1([C:12]([NH2:13])=[O:15])[CH2:10][CH2:11]1. The catalyst class is: 16. (3) Reactant: [NH2:1][N:2]1[CH:6]=[C:5]([N+:7]([O-:9])=[O:8])[CH:4]=[C:3]1[C:10]([O:12]C)=O.C(O[CH:17](OCC)[CH2:18][C:19]#[N:20])C.Cl.C1CCN2C(=NCCC2)CC1. Product: [OH:12][C:10]1[C:3]2[N:2]([CH:6]=[C:5]([N+:7]([O-:9])=[O:8])[CH:4]=2)[N:1]=[CH:17][C:18]=1[C:19]#[N:20]. The catalyst class is: 351. (4) Reactant: [N+:1]([C:4]1[CH:11]=[C:10]([N+:12]([O-])=O)[CH:9]=[CH:8][C:5]=1[C:6]#[N:7])([O-:3])=[O:2].N1[CH2:20][CH2:19][O:18][CH2:17][CH2:16]1.O. Product: [N:12]1([C:10]2[CH:9]=[CH:8][C:5]([C:6]#[N:7])=[C:4]([N+:1]([O-:3])=[O:2])[CH:11]=2)[CH2:20][CH2:19][O:18][CH2:17][CH2:16]1. The catalyst class is: 9. (5) Reactant: [Na+].[CH2:2]([O:9][C:10]1[CH:15]=[CH:14][C:13]([CH2:16][CH2:17][CH2:18][CH2:19][CH2:20][CH2:21][CH2:22][S:23]([O-:26])(=O)=[O:24])=[CH:12][CH:11]=1)[C:3]1[CH:8]=[CH:7][CH:6]=[CH:5][CH:4]=1.CN(C=O)C.S(Cl)([Cl:34])=O. Product: [CH2:2]([O:9][C:10]1[CH:15]=[CH:14][C:13]([CH2:16][CH2:17][CH2:18][CH2:19][CH2:20][CH2:21][CH2:22][S:23]([Cl:34])(=[O:26])=[O:24])=[CH:12][CH:11]=1)[C:3]1[CH:8]=[CH:7][CH:6]=[CH:5][CH:4]=1. The catalyst class is: 48. (6) Reactant: [Sm].II.[CH3:4][O:5][C:6]1[CH:11]=[CH:10][CH:9]=[C:8]([CH3:12])[CH:7]=1.[C:13](Cl)(=[O:16])[CH2:14][CH3:15]. The catalyst class is: 23. Product: [CH3:4][O:5][C:6]1[CH:11]=[CH:10][C:9]([C:13](=[O:16])[CH2:14][CH3:15])=[C:8]([CH3:12])[CH:7]=1. (7) Reactant: [F:1][C:2]1[CH:14]=[C:13]2[C:5]([C:6]3[CH2:7][CH2:8][NH:9][CH:10](C(O)=O)[C:11]=3[NH:12]2)=[CH:4][CH:3]=1.C([O-])([O-])=O.[K+].[K+].O. Product: [F:1][C:2]1[CH:14]=[C:13]2[C:5]([C:6]3[CH2:7][CH2:8][NH:9][CH2:10][C:11]=3[NH:12]2)=[CH:4][CH:3]=1. The catalyst class is: 209. (8) The catalyst class is: 529. Reactant: [NH2:1]C1C=CC(C2C3C(=NC=NC=3N)N(C3CCN(C4CCN(C)CC4)CC3)N=2)=CC=1OC.[NH:33]1[C:41]2[C:36](=[CH:37][CH:38]=[CH:39][CH:40]=2)[CH:35]=[C:34]1[C:42](Cl)=[O:43].[OH-].[Na+]. Product: [NH:33]1[C:41]2[C:36](=[CH:37][CH:38]=[CH:39][CH:40]=2)[CH:35]=[C:34]1[C:42]([NH2:1])=[O:43]. (9) Reactant: [CH3:1][N:2]1[C:10]2[C:5](=[C:6]([CH3:14])[CH:7]=[C:8]([N+:11]([O-])=O)[CH:9]=2)[CH:4]=[N:3]1.CC1C=C([N+]([O-])=O)C=C2C=1C=NN2.[H-].[Na+].CI. Product: [CH3:1][N:2]1[C:10]2[C:5](=[C:6]([CH3:14])[CH:7]=[C:8]([NH2:11])[CH:9]=2)[CH:4]=[N:3]1. The catalyst class is: 35. (10) Reactant: [Na].[CH3:2][O-:3].[Na+].F[C:6]1[C:13]([F:14])=[CH:12][CH:11]=[C:10]([F:15])[C:7]=1[C:8]#[N:9]. Product: [F:14][C:13]1[C:6]([O:3][CH3:2])=[C:7]([C:10]([F:15])=[CH:11][CH:12]=1)[C:8]#[N:9]. The catalyst class is: 5.